Predict which catalyst facilitates the given reaction. From a dataset of Catalyst prediction with 721,799 reactions and 888 catalyst types from USPTO. (1) Reactant: [CH2:1]([C:3]1([C:18]2[CH:19]=[C:20]([NH2:24])[CH:21]=[CH:22][CH:23]=2)[CH:8]2[CH:4]1[CH2:5][N:6]([CH2:9][CH2:10][CH2:11][C:12]1C=CC=[CH:14][CH:13]=1)[CH2:7]2)[CH3:2].[CH2:25]([S:27](Cl)(=[O:29])=[O:28])[CH3:26]. Product: [CH2:1]([C:3]1([C:18]2[CH:19]=[C:20]([NH:24][S:27]([CH2:25][CH3:26])(=[O:29])=[O:28])[CH:21]=[CH:22][CH:23]=2)[CH:8]2[CH:4]1[CH2:5][N:6]([CH2:9][CH2:10][CH2:11][CH2:12][CH2:13][CH3:14])[CH2:7]2)[CH3:2]. The catalyst class is: 17. (2) Reactant: [NH2:1][C:2]1[N:6]([C:7]2[C:8]([Cl:43])=[CH:9][C:10]([CH3:42])=[C:11]([CH:13]([S:18][CH:19]([C:24]3[CH:29]=[C:28]([N:30]4[C:34]([NH2:35])=[N:33][C:32]([C:36]([F:39])([F:38])[F:37])=[N:31]4)[C:27]([Cl:40])=[CH:26][C:25]=3[CH3:41])[C:20]([F:23])([F:22])[F:21])[C:14]([F:17])([F:16])[F:15])[CH:12]=2)[N:5]=[C:4]([C:44]([F:47])([F:46])[F:45])[N:3]=1.ClC1C=CC=C(C(OO)=[O:56])C=1. Product: [NH2:1][C:2]1[N:6]([C:7]2[C:8]([Cl:43])=[CH:9][C:10]([CH3:42])=[C:11]([CH:13]([S:18]([CH:19]([C:24]3[CH:29]=[C:28]([N:30]4[C:34]([NH2:35])=[N:33][C:32]([C:36]([F:39])([F:37])[F:38])=[N:31]4)[C:27]([Cl:40])=[CH:26][C:25]=3[CH3:41])[C:20]([F:21])([F:22])[F:23])=[O:56])[C:14]([F:17])([F:16])[F:15])[CH:12]=2)[N:5]=[C:4]([C:44]([F:47])([F:46])[F:45])[N:3]=1. The catalyst class is: 13. (3) Reactant: [F:1][C:2]1([F:8])[CH2:4][CH:3]1[C:5](O)=[O:6].CCN(C(C)C)C(C)C.CN(C(ON1N=NC2C=CC=CC1=2)=[N+](C)C)C.[B-](F)(F)(F)F.[Br:40][C:41]1[CH:46]=[CH:45][N:44]=[C:43]([NH2:47])[CH:42]=1. Product: [Br:40][C:41]1[CH:46]=[CH:45][N:44]=[C:43]([NH:47][C:5]([CH:3]2[CH2:4][C:2]2([F:8])[F:1])=[O:6])[CH:42]=1. The catalyst class is: 34. (4) Reactant: Cl[C:2]1[N:11]=[C:10]([NH:12][CH2:13][CH2:14][CH:15]([C:22]2[CH:27]=[CH:26][CH:25]=[CH:24][CH:23]=2)[C:16]2[CH:21]=[CH:20][CH:19]=[CH:18][CH:17]=2)[C:9]2[C:4](=[CH:5][CH:6]=[CH:7][CH:8]=2)[N:3]=1.[NH:28]1[CH2:33][CH2:32][CH2:31][CH2:30][CH2:29]1. Product: [C:16]1([CH:15]([C:22]2[CH:27]=[CH:26][CH:25]=[CH:24][CH:23]=2)[CH2:14][CH2:13][NH:12][C:10]2[C:9]3[C:4](=[CH:5][CH:6]=[CH:7][CH:8]=3)[N:3]=[C:2]([N:28]3[CH2:33][CH2:32][CH2:31][CH2:30][CH2:29]3)[N:11]=2)[CH:21]=[CH:20][CH:19]=[CH:18][CH:17]=1. The catalyst class is: 8.